From a dataset of Reaction yield outcomes from USPTO patents with 853,638 reactions. Predict the reaction yield, written as a fraction of the theoretical maximum amount of product (1.0 means a 100% yield; for example, 0.34 means a 34% yield). (1) The reactants are [CH3:1][C:2]1[N:7]=[C:6]([C:8]2[CH:13]=[CH:12][CH:11]=[C:10]([C:14]3[CH:15]=[C:16]([S:20]([NH2:23])(=[O:22])=[O:21])[CH:17]=[CH:18][CH:19]=3)[N:9]=2)[CH:5]=[C:4]([C:24]2[CH:29]=[CH:28][C:27]([C:30]([F:33])([F:32])[F:31])=[CH:26][CH:25]=2)[CH:3]=1.[C:34](O[C:34](=[O:38])[CH2:35][CH2:36][CH3:37])(=[O:38])[CH2:35][CH2:36][CH3:37]. The catalyst is CCCCCCC. The product is [C:34]([NH:23][S:20]([C:16]1[CH:17]=[CH:18][CH:19]=[C:14]([C:10]2[N:9]=[C:8]([C:6]3[CH:5]=[C:4]([C:24]4[CH:29]=[CH:28][C:27]([C:30]([F:33])([F:31])[F:32])=[CH:26][CH:25]=4)[CH:3]=[C:2]([CH3:1])[N:7]=3)[CH:13]=[CH:12][CH:11]=2)[CH:15]=1)(=[O:21])=[O:22])(=[O:38])[CH2:35][CH2:36][CH3:37]. The yield is 0.870. (2) The reactants are [F:1][C:2]1[CH:7]=[CH:6][C:5]([OH:8])=[CH:4][CH:3]=1.F[C:10]1[CH:15]=[CH:14][C:13]([N+:16]([O-:18])=[O:17])=[CH:12][CH:11]=1.C([O-])([O-])=O.[K+].[K+]. The catalyst is CN(C=O)C.C(OCC)(=O)C. The product is [F:1][C:2]1[CH:7]=[CH:6][C:5]([O:8][C:10]2[CH:15]=[CH:14][C:13]([N+:16]([O-:18])=[O:17])=[CH:12][CH:11]=2)=[CH:4][CH:3]=1. The yield is 0.700.